From a dataset of Full USPTO retrosynthesis dataset with 1.9M reactions from patents (1976-2016). Predict the reactants needed to synthesize the given product. (1) Given the product [Br:1][C:2]1[CH:3]=[C:4]2[C:9](=[CH:10][CH:11]=1)[CH:8]=[C:7]([C:12]([NH2:15])=[O:14])[CH:6]=[CH:5]2, predict the reactants needed to synthesize it. The reactants are: [Br:1][C:2]1[CH:3]=[C:4]2[C:9](=[CH:10][CH:11]=1)[CH:8]=[C:7]([C:12]([OH:14])=O)[CH:6]=[CH:5]2.[NH3:15].CO. (2) Given the product [C:1]([S:5][C:6]1[C:14]2[C:9](=[CH:10][CH:11]=[C:12]([O:15][CH2:29][C:30]3[CH:35]=[CH:34][C:33]([CH3:36])=[CH:32][N:31]=3)[CH:13]=2)[N:8]([CH3:16])[C:7]=1[CH:17]([CH2:21][C:22]1[CH:23]=[CH:24][CH:25]=[CH:26][CH:27]=1)[CH2:18][C:19]#[N:20])([CH3:4])([CH3:2])[CH3:3], predict the reactants needed to synthesize it. The reactants are: [C:1]([S:5][C:6]1[C:14]2[C:9](=[CH:10][CH:11]=[C:12]([OH:15])[CH:13]=2)[N:8]([CH3:16])[C:7]=1[CH:17]([CH2:21][C:22]1[CH:27]=[CH:26][CH:25]=[CH:24][CH:23]=1)[CH2:18][C:19]#[N:20])([CH3:4])([CH3:3])[CH3:2].Cl[CH2:29][C:30]1[CH:35]=[CH:34][C:33]([CH3:36])=[CH:32][N:31]=1. (3) The reactants are: [NH2:1][C:2]1[C:3](NC(OC)=O)=[N:4][C:5]([Cl:9])=[C:6]([NH2:8])[N:7]=1.[Li+].[OH-:16].Cl.C1[CH2:22][O:21]CC1.CO. Given the product [NH2:1][C:2]1[C:3]([C:22]([OH:21])=[O:16])=[N:4][C:5]([Cl:9])=[C:6]([NH2:8])[N:7]=1, predict the reactants needed to synthesize it.